From a dataset of Reaction yield outcomes from USPTO patents with 853,638 reactions. Predict the reaction yield, written as a fraction of the theoretical maximum amount of product (1.0 means a 100% yield; for example, 0.34 means a 34% yield). The product is [CH3:2][N:3]([CH3:36])[S:4]([N:7]1[CH2:8][CH2:9][N:10]([CH2:13][C:14]2[S:18][C:17]([NH:19][C:20]([N:22]([CH:23]3[CH2:28][CH2:27][N:26]([C:42](=[O:43])[C:41]4[CH:45]=[CH:46][C:38]([F:37])=[CH:39][CH:40]=4)[CH2:25][CH2:24]3)[CH:29]3[CH2:30][CH2:31][CH:32]([CH3:35])[CH2:33][CH2:34]3)=[O:21])=[N:16][CH:15]=2)[CH2:11][CH2:12]1)(=[O:5])=[O:6]. No catalyst specified. The yield is 0.730. The reactants are Cl.[CH3:2][N:3]([CH3:36])[S:4]([N:7]1[CH2:12][CH2:11][N:10]([CH2:13][C:14]2[S:18][C:17]([NH:19][C:20]([N:22]([CH:29]3[CH2:34][CH2:33][CH:32]([CH3:35])[CH2:31][CH2:30]3)[CH:23]3[CH2:28][CH2:27][NH:26][CH2:25][CH2:24]3)=[O:21])=[N:16][CH:15]=2)[CH2:9][CH2:8]1)(=[O:6])=[O:5].[F:37][C:38]1[CH:46]=[CH:45][C:41]([C:42](Cl)=[O:43])=[CH:40][CH:39]=1.